Dataset: Catalyst prediction with 721,799 reactions and 888 catalyst types from USPTO. Task: Predict which catalyst facilitates the given reaction. (1) Reactant: C(#N)C.Cl[C:5]1[CH:10]=[CH:9][N:8]=[C:7]([N:11]2[C:23](=[O:24])[C:22]3[N:14]([C:15]4[C@@H:16]5[CH2:25][C@H:19]([C:20]=4[CH:21]=3)[CH2:18][CH2:17]5)[CH2:13][CH2:12]2)[C:6]=1[CH:26]=[O:27].[CH3:28][N:29]1[CH:34]=[C:33](B2OC(C)(C)C(C)(C)O2)[CH:32]=[C:31]([NH:44][C:45]2[CH:50]=[CH:49][C:48]([N:51]3[CH2:56][CH2:55][N:54]([CH:57]4[CH2:60][O:59][CH2:58]4)[CH2:53][C@@H:52]3[CH3:61])=[CH:47][N:46]=2)[C:30]1=[O:62].C([O-])(=O)C.[K+]. Product: [CH3:28][N:29]1[C:30](=[O:62])[C:31]([NH:44][C:45]2[CH:50]=[CH:49][C:48]([N:51]3[CH2:56][CH2:55][N:54]([CH:57]4[CH2:58][O:59][CH2:60]4)[CH2:53][C@@H:52]3[CH3:61])=[CH:47][N:46]=2)=[CH:32][C:33]([C:5]2[CH:10]=[CH:9][N:8]=[C:7]([N:11]3[C:23](=[O:24])[C:22]4[N:14]([C:15]5[C@@H:16]6[CH2:25][C@H:19]([C:20]=5[CH:21]=4)[CH2:18][CH2:17]6)[CH2:13][CH2:12]3)[C:6]=2[CH:26]=[O:27])=[CH:34]1. The catalyst class is: 263. (2) Product: [CH2:12]([O:11][C:9]1[CH:10]=[C:5]([N+:2]([O-:4])=[O:3])[CH:6]=[CH:7][C:8]=1[O:13][CH3:18])[CH:14]=[CH2:15]. Reactant: [Na].[N+:2]([C:5]1[CH:10]=[C:9]([O:11][CH3:12])[C:8]([OH:13])=[CH:7][CH:6]=1)([O-:4])=[O:3].[CH2:14](Br)[CH:15]=C.[CH2:18](Cl)Cl.CCCCCC. The catalyst class is: 3. (3) Reactant: [Br:1][C:2]1[CH:10]=[CH:9][CH:8]=[C:7]2[C:3]=1[C:4]([CH:11]=[O:12])=[CH:5][NH:6]2.[H-].[Na+].I[CH3:16]. Product: [Br:1][C:2]1[CH:10]=[CH:9][CH:8]=[C:7]2[C:3]=1[C:4]([CH:11]=[O:12])=[CH:5][N:6]2[CH3:16]. The catalyst class is: 3. (4) Reactant: Br[CH2:2][CH2:3][C:4]([N:6]1[CH2:11][CH2:10][CH2:9][CH:8]([C:12]([OH:14])=[O:13])[CH2:7]1)=[O:5].Cl.[CH3:16][C:17]1[CH:22]=[CH:21][C:20]([NH:23]N)=[CH:19][CH:18]=1.[CH3:25][N:26]1[CH2:31][CH2:30][C:29](=O)[CH2:28][CH2:27]1. Product: [CH3:25][N:26]1[CH2:31][CH2:30][C:29]2[N:23]([CH2:2][CH2:3][C:4]([N:6]3[CH2:11][CH2:10][CH2:9][CH:8]([C:12]([OH:14])=[O:13])[CH2:7]3)=[O:5])[C:20]3[CH:19]=[CH:18][C:17]([CH3:16])=[CH:22][C:21]=3[C:28]=2[CH2:27]1. The catalyst class is: 66. (5) Reactant: [C:1]1([CH3:22])[CH:6]=[CH:5][CH:4]=[C:3]([N:7]2[C:15]3[C:10](=[C:11]([N:16]4[CH2:20][CH2:19][NH:18][C:17]4=[O:21])[CH:12]=[CH:13][CH:14]=3)[CH:9]=[N:8]2)[CH:2]=1.[H-].[Na+].Br[CH2:26][C:27]([O:29][C:30]([CH3:33])([CH3:32])[CH3:31])=[O:28]. Product: [O:21]=[C:17]1[N:16]([C:11]2[CH:12]=[CH:13][CH:14]=[C:15]3[C:10]=2[CH:9]=[N:8][N:7]3[C:3]2[CH:2]=[C:1]([CH3:22])[CH:6]=[CH:5][CH:4]=2)[CH2:20][CH2:19][N:18]1[CH2:26][C:27]([O:29][C:30]([CH3:33])([CH3:32])[CH3:31])=[O:28]. The catalyst class is: 7.